This data is from Forward reaction prediction with 1.9M reactions from USPTO patents (1976-2016). The task is: Predict the product of the given reaction. Given the reactants [C:1]([C:3]1[CH:19]=[CH:18][C:6]([O:7][C:8]2[CH:9]=[CH:10][C:11]3[B:15]([OH:16])[O:14][CH2:13][C:12]=3[CH:17]=2)=[C:5]([CH2:20][NH:21]C=O)[CH:4]=1)#[N:2].[ClH:24], predict the reaction product. The product is: [ClH:24].[NH2:21][CH2:20][C:5]1[CH:4]=[C:3]([C:1]#[N:2])[CH:19]=[CH:18][C:6]=1[O:7][C:8]1[CH:9]=[CH:10][C:11]2[B:15]([OH:16])[O:14][CH2:13][C:12]=2[CH:17]=1.